This data is from Reaction yield outcomes from USPTO patents with 853,638 reactions. The task is: Predict the reaction yield, written as a fraction of the theoretical maximum amount of product (1.0 means a 100% yield; for example, 0.34 means a 34% yield). (1) The reactants are [CH3:1][C:2]1([CH3:15])[CH2:13][C:12]2[CH:11]=[C:10]3[N:5]([CH2:6][CH2:7][NH:8][C:9]3=[O:14])[C:4]=2[CH2:3]1.[Br:16][C:17]1[CH:24]=[C:23]([F:25])[CH:22]=[C:21](Cl)[C:18]=1[CH:19]=[O:20].CC1(C)C2C(=C(P(C3C=CC=CC=3)C3C=CC=CC=3)C=CC=2)OC2C(P(C3C=CC=CC=3)C3C=CC=CC=3)=CC=CC1=2.C([O-])(=O)C.[K+]. The catalyst is C1C=CC(/C=C/C(/C=C/C2C=CC=CC=2)=O)=CC=1.C1C=CC(/C=C/C(/C=C/C2C=CC=CC=2)=O)=CC=1.C1C=CC(/C=C/C(/C=C/C2C=CC=CC=2)=O)=CC=1.[Pd].[Pd].O1CCOCC1. The product is [Br:16][C:17]1[CH:24]=[C:23]([F:25])[CH:22]=[C:21]([N:8]2[CH2:7][CH2:6][N:5]3[C:10](=[CH:11][C:12]4[CH2:13][C:2]([CH3:15])([CH3:1])[CH2:3][C:4]=43)[C:9]2=[O:14])[C:18]=1[CH:19]=[O:20]. The yield is 0.500. (2) The catalyst is C1COCC1. The product is [OH:26][CH:27]([C:40]1[CH:41]=[CH:42][C:43]([O:46][CH3:47])=[CH:44][CH:45]=1)[CH2:28][N:29]1[C:34]2[CH:35]=[CH:36][NH:37][C:33]=2[C:32](=[O:38])[NH:31][C:30]1=[S:39]. The reactants are [F-].C([N+](CCCC)(CCCC)CCCC)CCC.[Si]([O:26][CH:27]([C:40]1[CH:45]=[CH:44][C:43]([O:46][CH3:47])=[CH:42][CH:41]=1)[CH2:28][N:29]1[C:34]2[CH:35]=[CH:36][NH:37][C:33]=2[C:32](=[O:38])[NH:31][C:30]1=[S:39])(C(C)(C)C)(C)C.C(OCC)(=O)C. The yield is 0.370. (3) The product is [NH2:1][C:2]1[CH:7]=[CH:6][CH:5]=[CH:4][C:3]=1[NH:8][C:9](=[O:37])[C:10]1[CH:11]=[CH:12][C:13]([CH2:16][CH:71]2[S:70][C:69](=[O:68])[NH:73][C:72]2=[O:74])=[CH:14][CH:15]=1. The reactants are [NH2:1][C:2]1[CH:7]=[CH:6][CH:5]=[CH:4][C:3]=1[NH:8][C:9](=[O:37])[C:10]1[CH:15]=[CH:14][C:13]([CH2:16]NC2N=C(NCCC3C=CC(OC)=C(OC)C=3)C=CN=2)=[CH:12][CH:11]=1.COC1C=C(CCNC2C=CN=C(NCC3C=CC(C(O)=O)=CC=3)N=2)C=CC=1OC.[O:68]=[C:69]1[NH:73][C:72](=[O:74])[CH:71](CC2C=CC(C(O)=O)=CC=2)[S:70]1. The yield is 0.510. No catalyst specified. (4) The reactants are [CH3:1][C:2]([CH3:7])([CH3:6])[C:3](Cl)=[O:4].[CH3:8][N:9]1[C:17]2([CH2:22][CH2:21][N:20]([C:23]([O:25][C:26]([CH3:29])([CH3:28])[CH3:27])=[O:24])[CH2:19][CH2:18]2)[C:13]2=[CH:14][CH:15]=[CH:16][N:12]2[CH2:11][CH2:10]1.C1CN2C(=NCCC2)C1.ClC(Cl)C. No catalyst specified. The product is [CH3:1][C:2]([CH3:7])([CH3:6])[C:3]([C:16]1[N:12]2[CH2:11][CH2:10][N:9]([CH3:8])[C:17]3([CH2:22][CH2:21][N:20]([C:23]([O:25][C:26]([CH3:28])([CH3:27])[CH3:29])=[O:24])[CH2:19][CH2:18]3)[C:13]2=[CH:14][CH:15]=1)=[O:4]. The yield is 0.410. (5) The reactants are C[O:2][C:3]([C:5]1[CH:10]=[CH:9][N:8]([CH3:11])[C:7](=[O:12])[CH:6]=1)=O.O.[NH2:14][NH2:15]. The catalyst is C(O)C.C(OCC)C. The product is [CH3:11][N:8]1[CH:9]=[CH:10][C:5]([C:3]([NH:14][NH2:15])=[O:2])=[CH:6][C:7]1=[O:12]. The yield is 0.780.